Dataset: Forward reaction prediction with 1.9M reactions from USPTO patents (1976-2016). Task: Predict the product of the given reaction. Given the reactants [C:1]([CH:3]=[C:4]([C:15]1[CH:16]=[CH:17][C:18]([O:25][CH3:26])=[C:19]([NH:21][C:22](=[O:24])[CH3:23])[CH:20]=1)[C:5]1[CH:10]=[CH:9][C:8]([O:11][CH3:12])=[C:7]([O:13][CH3:14])[CH:6]=1)#[N:2].N[C:28]1C=C(C(C2C=CC(OC)=C(OCC)C=2)=CC#N)C=CC=1OC.C(Cl)(=O)C, predict the reaction product. The product is: [C:1]([CH:3]=[C:4]([C:15]1[CH:16]=[CH:17][C:18]([O:25][CH3:26])=[C:19]([NH:21][C:22](=[O:24])[CH3:23])[CH:20]=1)[C:5]1[CH:10]=[CH:9][C:8]([O:11][CH3:12])=[C:7]([O:13][CH2:14][CH3:28])[CH:6]=1)#[N:2].